From a dataset of hERG potassium channel inhibition data for cardiac toxicity prediction from Karim et al.. Regression/Classification. Given a drug SMILES string, predict its toxicity properties. Task type varies by dataset: regression for continuous values (e.g., LD50, hERG inhibition percentage) or binary classification for toxic/non-toxic outcomes (e.g., AMES mutagenicity, cardiotoxicity, hepatotoxicity). Dataset: herg_karim. (1) The drug is Cc1ncoc1-c1nnc(SCCCN2CCC3(CCOc4ccccc43)C2)n1C. The result is 1 (blocker). (2) The molecule is N#Cc1ccc(OCCN2CC3CN(CCNS(=O)(=O)Cc4ccccc4)CC(C2)O3)c(F)c1. The result is 0 (non-blocker). (3) The compound is [NH3+][C@H]1C[n+]2c([nH]c3cnc(C(F)(F)F)cc32)C[C@@H]1c1cc(F)c(F)cc1F. The result is 0 (non-blocker). (4) The drug is C[C@@H]1NC(c2cncc(=O)[nH]2)=N[C@@]1(c1ccc(F)cc1)c1ccc(F)nc1. The result is 0 (non-blocker). (5) The compound is CN1CCCCC1CCN1c2ccccc2Sc2ccc([S+](C)[O-])cc21. The result is 1 (blocker). (6) The drug is C[C@H]1C[C@H]2CSC(N)=N[C@@]2(c2cc(NC(=O)c3ccc(Cl)cn3)ccc2F)CO1. The result is 1 (blocker). (7) The molecule is COc1ccc(Br)cc1CCc1c(Cl)cccc1C1=NCCN1. The result is 1 (blocker). (8) The drug is O=C(NC1CCN(Cc2ccn(-c3ccc(C(F)(F)F)cc3)c2)CC1)N1CC(N2CCCOCC2)C1. The result is 1 (blocker). (9) The drug is O=C(Cc1ccccc1)N[C@H]1CCc2ccc(CCN3CCN(c4nsc5ccccc45)CC3)cc21. The result is 1 (blocker). (10) The molecule is CC(c1c(CCN(C)C)sc2ccccc12)n1cccn1. The result is 1 (blocker).